From a dataset of Full USPTO retrosynthesis dataset with 1.9M reactions from patents (1976-2016). Predict the reactants needed to synthesize the given product. (1) The reactants are: [NH2:1][C:2]1[N:7]=[C:6]([C:8]2[CH:16]=[CH:15][C:11]3[O:12][CH2:13][O:14][C:10]=3[CH:9]=2)[C:5]([C:17]#[N:18])=[C:4]([S:19]([CH3:22])(=O)=O)[N:3]=1.[C:23]1(S)[CH:28]=[CH:27]C=[CH:25][CH:24]=1.C1CCN2C(=NCCC2)CC1. Given the product [NH2:1][C:2]1[N:7]=[C:6]([C:8]2[CH:16]=[CH:15][C:11]3[O:12][CH2:13][O:14][C:10]=3[CH:9]=2)[C:5]([C:17]#[N:18])=[C:4]([S:19][C:22]2[CH:27]=[CH:28][CH:23]=[CH:24][CH:25]=2)[N:3]=1, predict the reactants needed to synthesize it. (2) The reactants are: [C:1](=[O:3])=O.[NH2:4][CH2:5][CH2:6][CH2:7][CH2:8][OH:9].[CH2:10]1[CH2:14][O:13][CH2:12][CH2:11]1. Given the product [OH:9][CH2:8][CH2:7][CH2:6][CH2:5][NH:4][C:1](=[O:3])[C:6]1[CH:5]=[CH:11][C:12]([O:13][CH2:14][CH3:10])=[CH:8][CH:7]=1, predict the reactants needed to synthesize it. (3) Given the product [CH2:1]([C@H:3]([CH2:6][CH2:7][N+:8]([O-:10])=[O:9])[C:4]([OH:14])=[O:5])[CH3:2], predict the reactants needed to synthesize it. The reactants are: [CH2:1]([C@H:3]([CH2:6][CH2:7][N+:8]([O-:10])=[O:9])[CH2:4][OH:5])[CH3:2].C([OH:14])(C)C.N[C@H](C(OC)=O)CC1C=CC=CC=1.N[C@@H](C(OC)=O)CC1C=CC=CC=1. (4) Given the product [OH:16][C:2]1[CH:11]=[C:10]2[C:5]([CH:6]=[CH:7][C:8]([S:12]([NH2:15])(=[O:14])=[O:13])=[CH:9]2)=[CH:4][CH:3]=1, predict the reactants needed to synthesize it. The reactants are: I[C:2]1[CH:11]=[C:10]2[C:5]([CH:6]=[CH:7][C:8]([S:12]([NH2:15])(=[O:14])=[O:13])=[CH:9]2)=[CH:4][CH:3]=1.[O-:16]C1C=C2C(C=CC(S([O-])(=O)=O)=C2)=CC=1.[Na+].[Na+]. (5) Given the product [C:16]([C:15]1[CH:14]=[C:13]([N:12]2[C:23](=[O:24])[CH2:22][C:21](=[O:26])[NH:1][C:2]3[C:11]4[C:6]([CH:5]=[CH:4][C:3]2=3)=[CH:7][CH:8]=[CH:9][CH:10]=4)[CH:20]=[CH:19][CH:18]=1)#[N:17], predict the reactants needed to synthesize it. The reactants are: [NH2:1][C:2]1[C:11]2[C:6](=[CH:7][CH:8]=[CH:9][CH:10]=2)[CH:5]=[CH:4][C:3]=1[NH:12][C:13]1[CH:14]=[C:15]([CH:18]=[CH:19][CH:20]=1)[C:16]#[N:17].[C:21](Cl)(=[O:26])[CH2:22][C:23](Cl)=[O:24].C(=O)(O)[O-].[Na+]. (6) Given the product [CH2:17]([O:19][C:20]1[CH:25]=[CH:24][C:23]([C:2]2[CH:7]=[CH:6][N:5]3[C:8](=[O:15])[N:9]([CH2:11][CH:12]([CH3:14])[CH3:13])[N:10]=[C:4]3[C:3]=2[C:2]2[CH:3]=[CH:4][C:37]([O:38][CH2:39][CH3:40])=[CH:36][CH:7]=2)=[CH:22][CH:21]=1)[CH3:18], predict the reactants needed to synthesize it. The reactants are: Br[C:2]1[CH:7]=[CH:6][N:5]2[C:8](=[O:15])[N:9]([CH2:11][CH:12]([CH3:14])[CH3:13])[N:10]=[C:4]2[C:3]=1I.[CH2:17]([O:19][C:20]1[CH:25]=[CH:24][C:23](B(O)O)=[CH:22][CH:21]=1)[CH3:18].C([O-])([O-])=O.[K+].[K+].O1[CH2:40][CH2:39][O:38][CH2:37][CH2:36]1. (7) Given the product [C:9]([O:22][CH:23]([C:25]1[CH:26]=[C:27]([O:41][CH3:42])[C:28]([O:29][CH2:30][CH2:31][CH2:32][C:33](=[O:34])[NH:71][CH2:70][CH2:69][O:68][CH2:67][CH2:66][O:65][CH2:64][CH2:63][O:62][CH2:61][CH2:60][O:59][NH2:58])=[CH:36][C:37]=1[N+:38]([O-:40])=[O:39])[CH3:24])(=[O:21])[CH2:10][CH2:11][CH2:12][CH2:13][CH2:14][CH2:15][CH2:16][CH2:17][CH2:18][CH2:19][CH3:20], predict the reactants needed to synthesize it. The reactants are: ON1C(=O)CCC1=O.[C:9]([O:22][CH:23]([C:25]1[C:37]([N+:38]([O-:40])=[O:39])=[CH:36][C:28]([O:29][CH2:30][CH2:31][CH2:32][C:33](O)=[O:34])=[C:27]([O:41][CH3:42])[CH:26]=1)[CH3:24])(=[O:21])[CH2:10][CH2:11][CH2:12][CH2:13][CH2:14][CH2:15][CH2:16][CH2:17][CH2:18][CH2:19][CH3:20].C1CCC(N=C=NC2CCCCC2)CC1.[NH2:58][O:59][CH2:60][CH2:61][O:62][CH2:63][CH2:64][O:65][CH2:66][CH2:67][O:68][CH2:69][CH2:70][NH2:71]. (8) Given the product [CH2:1]([C:3]1[N:4]=[C:5]([C:10]2[CH:15]=[CH:14][C:13]([C:16]([F:19])([F:18])[F:17])=[CH:12][CH:11]=2)[O:6][C:7]=1[CH:8]([OH:9])[CH3:20])[CH3:2], predict the reactants needed to synthesize it. The reactants are: [CH2:1]([C:3]1[N:4]=[C:5]([C:10]2[CH:15]=[CH:14][C:13]([C:16]([F:19])([F:18])[F:17])=[CH:12][CH:11]=2)[O:6][C:7]=1[CH:8]=[O:9])[CH3:2].[CH3:20][Mg]Br.C(OCC)C.